Dataset: hERG potassium channel inhibition data for cardiac toxicity prediction from Karim et al.. Task: Regression/Classification. Given a drug SMILES string, predict its toxicity properties. Task type varies by dataset: regression for continuous values (e.g., LD50, hERG inhibition percentage) or binary classification for toxic/non-toxic outcomes (e.g., AMES mutagenicity, cardiotoxicity, hepatotoxicity). Dataset: herg_karim. The drug is CNC1CN(c2nc(N)nc3cc(C4CC4)ccc23)C1. The result is 1 (blocker).